Task: Predict the product of the given reaction.. Dataset: Forward reaction prediction with 1.9M reactions from USPTO patents (1976-2016) (1) Given the reactants [N+:1]([C:4]1[CH:5]=[C:6]([C:11]([O:13][CH3:14])=[O:12])[C:7](=[O:10])[NH:8][CH:9]=1)([O-:3])=[O:2].[F:15][C:16]1[CH:21]=[CH:20][C:19](B(O)O)=[CH:18][CH:17]=1, predict the reaction product. The product is: [F:15][C:16]1[CH:21]=[CH:20][C:19]([N:8]2[CH:9]=[C:4]([N+:1]([O-:3])=[O:2])[CH:5]=[C:6]([C:11]([O:13][CH3:14])=[O:12])[C:7]2=[O:10])=[CH:18][CH:17]=1. (2) Given the reactants N1C=CC=CC=1CN.[N:9]1[CH:14]=[CH:13][C:12]([CH2:15][NH2:16])=[CH:11][CH:10]=1.[F:17][C:18]1[CH:47]=[CH:46][C:21]([CH2:22][N:23]2[C:27](=[O:28])[N:26]([C:29]3[CH:33]=[C:32]([C:34](O)=[O:35])[N:31](CC4C=CC(OC)=CC=4)[N:30]=3)[CH:25]=[N:24]2)=[CH:20][CH:19]=1, predict the reaction product. The product is: [F:17][C:18]1[CH:47]=[CH:46][C:21]([CH2:22][N:23]2[C:27](=[O:28])[N:26]([C:29]3[CH:33]=[C:32]([C:34]([NH:16][CH2:15][C:12]4[CH:13]=[CH:14][N:9]=[CH:10][CH:11]=4)=[O:35])[NH:31][N:30]=3)[CH:25]=[N:24]2)=[CH:20][CH:19]=1. (3) Given the reactants ClC1C=CC2CCN(C(=O)C(F)(F)F)CCC=2C=1N[CH2:20][C:21]1[CH:26]=[CH:25][C:24]([C:27](=[O:32])[CH2:28][CH:29]([CH3:31])[CH3:30])=[CH:23][CH:22]=1.ClC1C=CC2CCN(C(=O)C(F)(F)F)CCC=2C=1OS(C(F)(F)F)(=O)=O.CC(C)CC(C1C=CC(CN)=CC=1)=O, predict the reaction product. The product is: [CH3:30][CH:29]([CH3:31])[CH2:28][C:27]([C:24]1[CH:23]=[CH:22][C:21]([CH3:20])=[CH:26][CH:25]=1)=[O:32]. (4) Given the reactants [Cl:1][C:2]1[CH:3]=[C:4]([CH2:9][C:10]([OH:12])=[O:11])[CH:5]=[CH:6][C:7]=1[Cl:8].Cl.[CH2:14](O)[CH3:15], predict the reaction product. The product is: [Cl:1][C:2]1[CH:3]=[C:4]([CH2:9][C:10]([O:12][CH2:14][CH3:15])=[O:11])[CH:5]=[CH:6][C:7]=1[Cl:8]. (5) Given the reactants [CH3:1][O:2][C:3]([C:5]1[NH:15][C:8]2=[N:9][CH:10]=[C:11]([CH:13]=[O:14])[CH:12]=[C:7]2[CH:6]=1)=[O:4].CC(C[AlH]CC(C)C)C.C1CCCCC1, predict the reaction product. The product is: [CH3:1][O:2][C:3]([C:5]1[NH:15][C:8]2=[N:9][CH:10]=[C:11]([CH2:13][OH:14])[CH:12]=[C:7]2[CH:6]=1)=[O:4]. (6) Given the reactants [C:1]([O:5][C:6]([N:8]1[CH2:13][CH2:12][CH:11]([C:14]([C:17]2[CH:22]=[C:21]([C:23]([F:26])([F:25])[F:24])[CH:20]=[CH:19][C:18]=2F)=[N:15][OH:16])[CH2:10][CH2:9]1)=[O:7])([CH3:4])([CH3:3])[CH3:2].CC(C)([O-])C.[K+], predict the reaction product. The product is: [C:1]([O:5][C:6]([N:8]1[CH2:13][CH2:12][CH:11]([C:14]2[C:17]3[CH:22]=[C:21]([C:23]([F:26])([F:25])[F:24])[CH:20]=[CH:19][C:18]=3[O:16][N:15]=2)[CH2:10][CH2:9]1)=[O:7])([CH3:4])([CH3:3])[CH3:2].